From a dataset of Forward reaction prediction with 1.9M reactions from USPTO patents (1976-2016). Predict the product of the given reaction. Given the reactants [H-].[Na+].[CH3:3][O:4][CH2:5][CH2:6][CH2:7][OH:8].[Cl:9][C:10]1[C:15]([C:16]2[C:21]([F:22])=[CH:20][C:19](F)=[CH:18][C:17]=2[F:24])=[C:14]([NH:25][CH2:26][C:27]([F:30])([F:29])[F:28])[N:13]2[N:31]=[CH:32][N:33]=[C:12]2[N:11]=1.Cl, predict the reaction product. The product is: [Cl:9][C:10]1[C:15]([C:16]2[C:17]([F:24])=[CH:18][C:19]([O:8][CH2:7][CH2:6][CH2:5][O:4][CH3:3])=[CH:20][C:21]=2[F:22])=[C:14]([NH:25][CH2:26][C:27]([F:29])([F:30])[F:28])[N:13]2[N:31]=[CH:32][N:33]=[C:12]2[N:11]=1.